This data is from Forward reaction prediction with 1.9M reactions from USPTO patents (1976-2016). The task is: Predict the product of the given reaction. (1) Given the reactants [N:1]([CH2:4][C:5]1[CH:10]=[CH:9][C:8]([O:11][CH3:12])=[CH:7][C:6]=1[O:13][CH3:14])=[N+:2]=[N-:3].[CH:15]1([C@@H:19]([N:21]([CH2:28][C:29]#[CH:30])[S:22]([C:24]([CH3:27])([CH3:26])[CH3:25])=[O:23])[CH3:20])[CH2:18][CH2:17][CH2:16]1.O=C1O[C@H]([C@H](CO)O)C([O-])=C1O.[Na+], predict the reaction product. The product is: [CH:15]1([C@H:19]([N:21]([CH2:28][C:29]2[N:3]=[N:2][N:1]([CH2:4][C:5]3[CH:10]=[CH:9][C:8]([O:11][CH3:12])=[CH:7][C:6]=3[O:13][CH3:14])[CH:30]=2)[S:22]([C:24]([CH3:25])([CH3:27])[CH3:26])=[O:23])[CH3:20])[CH2:18][CH2:17][CH2:16]1. (2) Given the reactants [C:1]([O:5][C:6]([NH:8][C:9]([CH3:22])([CH2:13][O:14][Si:15]([C:18]([CH3:21])([CH3:20])[CH3:19])([CH3:17])[CH3:16])[C:10]([OH:12])=O)=[O:7])([CH3:4])([CH3:3])[CH3:2].CCN(C(C)C)C(C)C.C(P1(=O)OP(CCC)(=O)OP(CCC)(=O)O1)CC.[NH2:50][C@H:51]([CH2:72][O:73][CH2:74][C:75]1[CH:80]=[CH:79][CH:78]=[CH:77][CH:76]=1)[C:52]([N:54]1[CH2:71][CH2:70][CH2:69][C:56]2([C:60](=[O:61])[N:59]([CH3:62])[CH2:58][CH:57]2[C:63]2[CH:68]=[CH:67][CH:66]=[CH:65][CH:64]=2)[CH2:55]1)=[O:53], predict the reaction product. The product is: [CH3:22][C:9]([NH:8][C:6](=[O:7])[O:5][C:1]([CH3:3])([CH3:4])[CH3:2])([CH2:13][O:14][Si:15]([CH3:17])([CH3:16])[C:18]([CH3:20])([CH3:21])[CH3:19])[C:10](=[O:12])[NH:50][C@@H:51]([C:52]([N:54]1[CH2:71][CH2:70][CH2:69][C:56]2([C:60](=[O:61])[N:59]([CH3:62])[CH2:58][CH:57]2[C:63]2[CH:68]=[CH:67][CH:66]=[CH:65][CH:64]=2)[CH2:55]1)=[O:53])[CH2:72][O:73][CH2:74][C:75]1[CH:80]=[CH:79][CH:78]=[CH:77][CH:76]=1. (3) The product is: [F:1][C:2]1[CH:33]=[CH:32][C:5]([CH2:6][C:7]2[CH:8]=[C:9]([CH:27]=[CH:28][C:29]=2[O:30][CH3:31])[CH2:10][C:11]2[C:12]([CH3:26])=[CH:13][C:14]([NH2:18])=[CH:15][C:16]=2[CH3:17])=[CH:4][CH:3]=1. Given the reactants [F:1][C:2]1[CH:33]=[CH:32][C:5]([CH2:6][C:7]2[CH:8]=[C:9]([CH:27]=[CH:28][C:29]=2[O:30][CH3:31])[CH2:10][C:11]2[C:16]([CH3:17])=[CH:15][C:14]([NH:18]C(=O)OC(C)(C)C)=[CH:13][C:12]=2[CH3:26])=[CH:4][CH:3]=1, predict the reaction product.